Dataset: Full USPTO retrosynthesis dataset with 1.9M reactions from patents (1976-2016). Task: Predict the reactants needed to synthesize the given product. (1) Given the product [OH:1][CH2:2][C:3]#[C:4][C:5]1[CH:6]=[C:7]([CH:11]([C:22]2[CH:27]=[CH:26][CH:25]=[CH:24][C:23]=2[CH3:28])[CH2:12][C:13]([C:15]2[CH:20]=[CH:19][N:18]=[C:17]([CH3:21])[CH:16]=2)=[N:30][OH:31])[CH:8]=[CH:9][CH:10]=1, predict the reactants needed to synthesize it. The reactants are: [OH:1][CH2:2][C:3]#[C:4][C:5]1[CH:6]=[C:7]([CH:11]([C:22]2[CH:27]=[CH:26][CH:25]=[CH:24][C:23]=2[CH3:28])[CH2:12][C:13]([C:15]2[CH:20]=[CH:19][N:18]=[C:17]([CH3:21])[CH:16]=2)=O)[CH:8]=[CH:9][CH:10]=1.Cl.[NH2:30][OH:31].C([O-])(O)=O.[Na+]. (2) Given the product [Cl:1][C:2]1[C:3]2[C:10]([S:27][C:23]3[CH:22]=[C:21]([CH:26]=[CH:25][CH:24]=3)[NH2:20])=[CH:9][N:8]([CH2:12][O:13][CH2:14][CH2:15][Si:16]([CH3:19])([CH3:18])[CH3:17])[C:4]=2[N:5]=[CH:6][N:7]=1, predict the reactants needed to synthesize it. The reactants are: [Cl:1][C:2]1[C:3]2[C:10](I)=[CH:9][N:8]([CH2:12][O:13][CH2:14][CH2:15][Si:16]([CH3:19])([CH3:18])[CH3:17])[C:4]=2[N:5]=[CH:6][N:7]=1.[NH2:20][C:21]1[CH:22]=[C:23]([SH:27])[CH:24]=[CH:25][CH:26]=1.C(=O)([O-])[O-].[K+].[K+]. (3) Given the product [C:13]([N:22]1[CH:26]=[C:25]([B:19]2[O:21][C:9]([CH3:8])([CH3:10])[C:4]([CH3:3])([CH3:5])[O:20]2)[CH:24]=[N:23]1)([O:16][C:4]([CH3:9])([CH3:5])[CH3:3])=[O:14], predict the reactants needed to synthesize it. The reactants are: BrC1[CH:3]=[C:4]2[C:9](=[CH:10]C=1)[CH:8]=NC=[CH:5]2.O.[C:13]([O-:16])([O-])=[O:14].[Cs+].[Cs+].[BH:19]([OH:21])[OH:20].[NH:22]1[CH:26]=[CH:25][CH:24]=[N:23]1. (4) Given the product [C:1]([OH:15])(=[O:14])[CH2:2][CH2:3][NH:4][C:5](=[O:13])[C@H:6]([C:8]([CH2:11][OH:12])([CH3:10])[CH3:9])[OH:7], predict the reactants needed to synthesize it. The reactants are: [C:1]([OH:15])(=[O:14])[CH2:2][CH2:3][NH:4][C:5](=[O:13])[C@@H:6]([C:8]([CH2:11][OH:12])([CH3:10])[CH3:9])[OH:7].CC1(C)C(O)C(=O)OC1.C=O.[C-]#N.CC1(C)[C@@H](O)C(=O)OC1. (5) Given the product [CH3:44][N:48]1[C:47]([CH2:52][CH2:9][O:11][C:12]2[CH:13]=[CH:20][C:19]([C:22]3([OH:41])[CH2:23][CH2:24][N:25]([C:28]4[CH:29]=[CH:30][C:31]5[N:32]([C:34]([C:37]([F:38])([F:39])[F:40])=[N:35][N:36]=5)[N:33]=4)[CH2:26][CH2:27]3)=[CH:18][CH:14]=2)=[CH:51][CH:50]=[N:49]1, predict the reactants needed to synthesize it. The reactants are: [CH3:13][CH:12]([O:11][C:9](/N=N/[C:9]([O:11][CH:12]([CH3:14])[CH3:13])=O)=O)[CH3:14].OC1C=[CH:20][C:19]([C:22]2([OH:41])[CH2:27][CH2:26][N:25]([C:28]3[CH:29]=[CH:30][C:31]4[N:32]([C:34]([C:37]([F:40])([F:39])[F:38])=[N:35][N:36]=4)[N:33]=3)[CH2:24][CH2:23]2)=[CH:18]C=1.FC(F)(F)[C:44]1[N:48]2[N:49]=[C:50](N3CCC(C4C=CC(O)=CC=4)CC3)[CH:51]=[CH:52][C:47]2=NN=1.C1(P(C2C=CC=CC=2)C2C=CC=CC=2)C=CC=CC=1. (6) The reactants are: [Cl:1][C:2]1[CH:3]=[C:4](OS(C(F)(F)F)(=O)=O)[CH:5]=[C:6]([Cl:23])[C:7]=1[CH2:8][CH:9]1[CH2:13][CH2:12][N:11]([CH:14]2[CH2:19][CH2:18][C:17]([F:21])([F:20])[CH2:16][CH2:15]2)[C:10]1=[O:22].[N:32]1[CH:37]=[CH:36][CH:35]=[C:34](B(O)O)[CH:33]=1.C([O-])([O-])=O.[Na+].[Na+]. Given the product [Cl:1][C:2]1[CH:3]=[C:4]([C:34]2[CH:33]=[N:32][CH:37]=[CH:36][CH:35]=2)[CH:5]=[C:6]([Cl:23])[C:7]=1[CH2:8][CH:9]1[CH2:13][CH2:12][N:11]([CH:14]2[CH2:19][CH2:18][C:17]([F:20])([F:21])[CH2:16][CH2:15]2)[C:10]1=[O:22], predict the reactants needed to synthesize it. (7) Given the product [Cl:36][C:35]1[CH:34]=[CH:33][CH:32]=[C:31]([Cl:37])[C:30]=1[C:23]1[C:22]([CH2:21][O:20][C:17]2[CH:18]=[CH:19][C:14]([C:10]3[CH:9]=[C:8]4[C:13]([C:5]([C:3]([OH:4])=[O:2])=[CH:6][N:7]4[CH2:39][CH2:40][S:41]([CH3:44])(=[O:42])=[O:43])=[CH:12][CH:11]=3)=[C:15]([CH3:38])[CH:16]=2)=[C:26]([CH:27]([CH3:29])[CH3:28])[O:25][N:24]=1, predict the reactants needed to synthesize it. The reactants are: C[O:2][C:3]([C:5]1[C:13]2[C:8](=[CH:9][C:10]([C:14]3[CH:19]=[CH:18][C:17]([O:20][CH2:21][C:22]4[C:23]([C:30]5[C:35]([Cl:36])=[CH:34][CH:33]=[CH:32][C:31]=5[Cl:37])=[N:24][O:25][C:26]=4[CH:27]([CH3:29])[CH3:28])=[CH:16][C:15]=3[CH3:38])=[CH:11][CH:12]=2)[N:7]([CH2:39][CH2:40][S:41]([CH3:44])(=[O:43])=[O:42])[CH:6]=1)=[O:4].CO.[OH-].[Na+]. (8) Given the product [CH3:59][O:9][C:8](=[O:10])[C@@H:7]([NH:6][C:4](=[O:5])[C:3]1[CH:31]=[C:32]([Cl:35])[CH:33]=[CH:34][C:2]=1[NH:1][S:55]([C:54]1[C:49]2[C:50](=[C:45]([N:40]([CH2:41][CH2:42][CH2:43][CH3:44])[CH2:39][CH2:38][CH2:37][CH3:36])[CH:46]=[CH:47][CH:48]=2)[CH:51]=[CH:52][CH:53]=1)(=[O:57])=[O:56])[CH2:11][C:12]1[CH:13]=[CH:14][C:15]([C:18]2[CH:23]=[CH:22][CH:21]=[CH:20][C:19]=2[O:24][C:25]2[CH:26]=[CH:27][CH:28]=[CH:29][CH:30]=2)=[CH:16][CH:17]=1, predict the reactants needed to synthesize it. The reactants are: [NH2:1][C:2]1[CH:34]=[CH:33][C:32]([Cl:35])=[CH:31][C:3]=1[C:4]([NH:6][CH:7]([CH2:11][C:12]1[CH:17]=[CH:16][C:15]([C:18]2[CH:23]=[CH:22][CH:21]=[CH:20][C:19]=2[O:24][C:25]2[CH:30]=[CH:29][CH:28]=[CH:27][CH:26]=2)=[CH:14][CH:13]=1)[C:8]([OH:10])=[O:9])=[O:5].[CH3:36][CH2:37][CH2:38][CH2:39][N:40]([C:45]1[C:50]2[CH:51]=[CH:52][CH:53]=[C:54]([S:55](Cl)(=[O:57])=[O:56])[C:49]=2[CH:48]=[CH:47][CH:46]=1)[CH2:41][CH2:42][CH2:43][CH3:44].[CH2:59](Cl)Cl. (9) The reactants are: [O:1]1[C:5]2[CH:6]=[CH:7][CH:8]=[CH:9][C:4]=2[N:3]=[C:2]1[C:10]1([NH2:16])[CH2:15][CH2:14][NH:13][CH2:12][CH2:11]1.Cl[C:18]1[N:26]=[CH:25][N:24]=[C:23]2[C:19]=1[NH:20][C:21](=[O:27])[NH:22]2. Given the product [NH2:16][C:10]1([C:2]2[O:1][C:5]3[CH:6]=[CH:7][CH:8]=[CH:9][C:4]=3[N:3]=2)[CH2:11][CH2:12][N:13]([C:18]2[N:26]=[CH:25][N:24]=[C:23]3[C:19]=2[NH:20][C:21](=[O:27])[NH:22]3)[CH2:14][CH2:15]1, predict the reactants needed to synthesize it.